From a dataset of Full USPTO retrosynthesis dataset with 1.9M reactions from patents (1976-2016). Predict the reactants needed to synthesize the given product. (1) Given the product [NH2:1][C:2]1[CH:7]=[CH:6][C:5]([C:8]2[C:9]([NH2:24])=[N:10][C:11]([NH2:23])=[N:12][C:13]=2[CH2:14][O:15][CH2:16][C:17]2[CH:22]=[CH:21][CH:20]=[CH:19][CH:18]=2)=[CH:4][C:3]=1[CH2:33][CH3:34], predict the reactants needed to synthesize it. The reactants are: [NH2:1][C:2]1[CH:7]=[CH:6][C:5]([C:8]2[C:9]([NH2:24])=[N:10][C:11]([NH2:23])=[N:12][C:13]=2[CH2:14][O:15][CH2:16][C:17]2[CH:22]=[CH:21][CH:20]=[CH:19][CH:18]=2)=[CH:4][C:3]=1Br.C([O-])([O-])=O.[Cs+].[Cs+].B(CC)(CC)[CH2:33][CH3:34].CCCCCC. (2) Given the product [Cl:1][C:2]1[CH:3]=[CH:4][C:5]([S:8]([CH:11]2[C:16]3[C:15](=[C:20]([F:21])[CH:19]=[CH:18][C:17]=3[F:22])[O:14][CH2:13][CH:12]2[CH3:23])(=[O:9])=[O:10])=[CH:6][CH:7]=1, predict the reactants needed to synthesize it. The reactants are: [Cl:1][C:2]1[CH:7]=[CH:6][C:5]([S:8]([CH:11]2[C:16]3[C:17]([F:22])=[CH:18][CH:19]=[C:20]([F:21])[C:15]=3[O:14][CH2:13][CH:12]2[CH2:23]OS(C)(=O)=O)(=[O:10])=[O:9])=[CH:4][CH:3]=1.[Na+].[I-].C(O)(=O)C. (3) Given the product [CH3:35][N:36]([CH3:40])[C:37]([N:32]1[CH2:31][CH2:30][CH:29]([N:20]([C:6]2([CH2:12][C:13]3[CH:18]=[CH:17][CH:16]=[C:15]([Cl:19])[CH:14]=3)[C:5]3[C:9](=[CH:10][C:2]([Cl:1])=[CH:3][CH:4]=3)[NH:8][C:7]2=[O:11])[CH2:21][C:22](=[O:23])[NH:24][CH:25]2[CH2:26][CH2:27][CH2:28]2)[CH2:34][CH2:33]1)=[O:38], predict the reactants needed to synthesize it. The reactants are: [Cl:1][C:2]1[CH:10]=[C:9]2[C:5]([C:6]([N:20]([CH:29]3[CH2:34][CH2:33][NH:32][CH2:31][CH2:30]3)[CH2:21][C:22]([NH:24][CH:25]3[CH2:28][CH2:27][CH2:26]3)=[O:23])([CH2:12][C:13]3[CH:18]=[CH:17][CH:16]=[C:15]([Cl:19])[CH:14]=3)[C:7](=[O:11])[NH:8]2)=[CH:4][CH:3]=1.[CH3:35][N:36]([CH3:40])[C:37](Cl)=[O:38].C([O-])([O-])=O.[K+].[K+]. (4) Given the product [CH2:1]([O:8][C:9]1[CH:10]=[CH:11][C:12]([C:13]([NH:32][CH:30]2[CH2:31][CH2:24][CH2:25][CH2:26][NH:27][C:28]2=[O:29])=[O:15])=[CH:16][CH:17]=1)[C:2]1[CH:3]=[CH:4][CH:5]=[CH:6][CH:7]=1, predict the reactants needed to synthesize it. The reactants are: [CH2:1]([O:8][C:9]1[CH:17]=[CH:16][C:12]([C:13]([OH:15])=O)=[CH:11][CH:10]=1)[C:2]1[CH:7]=[CH:6][CH:5]=[CH:4][CH:3]=1.C(Cl)(=O)C(Cl)=O.[CH2:24]1[CH2:31][CH:30]([NH2:32])[C:28](=[O:29])[NH:27][CH2:26][CH2:25]1.C(N(CC)CC)C. (5) Given the product [F:31][C:32]([F:43])([F:42])[C:33]1[CH:34]=[C:35]([C:27]2[CH:26]=[CH:25][C:24]([C:8]([C:5]3[CH:6]=[CH:7][C:2]([C:37]4[CH:36]=[CH:35][CH:34]=[C:33]([C:32]([F:42])([F:31])[F:44])[CH:38]=4)=[CH:3][CH:4]=3)=[CH:9][CH2:10][S:11][C:12]3[CH:22]=[CH:21][C:15]([O:16][CH2:17][C:18]([OH:20])=[O:19])=[C:14]([CH3:23])[CH:13]=3)=[CH:29][CH:28]=2)[CH:36]=[CH:37][CH:38]=1, predict the reactants needed to synthesize it. The reactants are: Br[C:2]1[CH:7]=[CH:6][C:5]([C:8]([C:24]2[CH:29]=[CH:28][C:27](Br)=[CH:26][CH:25]=2)=[CH:9][CH2:10][S:11][C:12]2[CH:22]=[CH:21][C:15]([O:16][CH2:17][C:18]([OH:20])=[O:19])=[C:14]([CH3:23])[CH:13]=2)=[CH:4][CH:3]=1.[F:31][C:32]([F:43])([F:42])[C:33]1[CH:34]=[C:35](B(O)O)[CH:36]=[CH:37][CH:38]=1.[F-:44].[K+].[Cl-].[NH4+].